From a dataset of Full USPTO retrosynthesis dataset with 1.9M reactions from patents (1976-2016). Predict the reactants needed to synthesize the given product. Given the product [C:27]1([CH2:26][CH2:25][CH2:24][CH2:23][CH2:22][NH:21][C:17]2[CH:18]=[CH:19][CH:20]=[C:15]([NH2:14])[CH:16]=2)[CH:32]=[CH:31][CH:30]=[CH:29][CH:28]=1, predict the reactants needed to synthesize it. The reactants are: FC(F)(F)C(O)=O.C(OC(=O)[NH:14][C:15]1[CH:20]=[CH:19][CH:18]=[C:17]([NH:21][CH2:22][CH2:23][CH2:24][CH2:25][CH2:26][C:27]2[CH:32]=[CH:31][CH:30]=[CH:29][CH:28]=2)[CH:16]=1)(C)(C)C.